From a dataset of Full USPTO retrosynthesis dataset with 1.9M reactions from patents (1976-2016). Predict the reactants needed to synthesize the given product. (1) Given the product [Br:1][C:2]1[CH:3]=[C:4]([OH:14])[CH:5]=[C:6]([O:8][C@@H:9]([CH3:13])[CH2:10][O:11][CH3:12])[CH:7]=1, predict the reactants needed to synthesize it. The reactants are: [Br:1][C:2]1[CH:7]=[C:6]([O:8][C@@H:9]([CH3:13])[CH2:10][O:11][CH3:12])[CH:5]=[C:4]([O:14]C)[CH:3]=1.C[S-].[Na+].Cl. (2) The reactants are: BrC1C=CC=C2C=1C(C1C(O)=CC3OCOC=3C=1)[C:5](=[O:16])N2CCCCC.[OH:27][C:28]1[C:29]([CH:37]2[C:45]3[C:40](=[CH:41][CH:42]=[CH:43][CH:44]=3)[N:39]([CH2:46][CH2:47][N:48]3[C:56](=[O:57])[C:55]4[C:50](=[CH:51][CH:52]=[CH:53][CH:54]=4)[C:49]3=[O:58])[C:38]2=[O:59])=[CH:30][C:31]2[O:35][CH2:34][O:33][C:32]=2[CH:36]=1. Given the product [OH:27][C:28]1[C:29]([C:37]2([CH2:5][OH:16])[C:45]3[C:40](=[CH:41][CH:42]=[CH:43][CH:44]=3)[N:39]([CH2:46][CH2:47][N:48]3[C:56](=[O:57])[C:55]4[C:50](=[CH:51][CH:52]=[CH:53][CH:54]=4)[C:49]3=[O:58])[C:38]2=[O:59])=[CH:30][C:31]2[O:35][CH2:34][O:33][C:32]=2[CH:36]=1, predict the reactants needed to synthesize it. (3) Given the product [NH2:1][C@H:2]1[CH2:7][CH2:6][CH2:5][CH2:4][C@H:3]1[NH:8][C:9]1[N:10]=[N:11][C:12]([C:22]([NH2:24])=[O:23])=[C:13]([NH:15][C:26]2[CH:31]=[CH:30][N:29]=[C:28]3[N:32]([CH3:35])[CH:33]=[CH:34][C:27]=23)[N:14]=1, predict the reactants needed to synthesize it. The reactants are: [NH2:1][C@H:2]1[CH2:7][CH2:6][CH2:5][CH2:4][C@H:3]1[NH:8][C:9]1[N:10]=[N:11][C:12]([C:22]([NH2:24])=[O:23])=[C:13]([NH:15]C2C=NC=CC=2)[N:14]=1.Cl[C:26]1[CH:31]=[CH:30][N:29]=[C:28]2[N:32]([CH3:35])[CH:33]=[CH:34][C:27]=12.BrC1C=NC=CC=1. (4) The reactants are: [Br:1][C:2]1[CH:3]=[C:4]([Br:19])[C:5]2[O:9][C:8]([C:10]3[CH:15]=[CH:14][C:13]([O:16]C)=[CH:12][CH:11]=3)=[CH:7][C:6]=2[CH:18]=1.Cl.N1C=CC=CC=1. Given the product [Br:1][C:2]1[CH:3]=[C:4]([Br:19])[C:5]2[O:9][C:8]([C:10]3[CH:11]=[CH:12][C:13]([OH:16])=[CH:14][CH:15]=3)=[CH:7][C:6]=2[CH:18]=1, predict the reactants needed to synthesize it. (5) Given the product [Cl:1][C:2]1[CH:7]=[C:6]([Cl:8])[CH:5]=[CH:4][C:3]=1[S:9]([NH:12][C:13]1[C:21]([O:22][C:23]2[CH:28]=[CH:27][C:26]([CH2:29][C:30]([OH:32])=[O:31])=[CH:25][C:24]=2[O:34][CH3:35])=[CH:20][CH:19]=[C:18]2[C:14]=1[CH:15]=[N:16][NH:17]2)(=[O:10])=[O:11], predict the reactants needed to synthesize it. The reactants are: [Cl:1][C:2]1[CH:7]=[C:6]([Cl:8])[CH:5]=[CH:4][C:3]=1[S:9]([NH:12][C:13]1[C:21]([O:22][C:23]2[CH:28]=[CH:27][C:26]([CH2:29][C:30]([O:32]C)=[O:31])=[CH:25][C:24]=2[O:34][CH3:35])=[CH:20][CH:19]=[C:18]2[C:14]=1[CH:15]=[N:16][N:17]2COCC[Si](C)(C)C)(=[O:11])=[O:10].Cl. (6) Given the product [CH2:6]([O:8][C:9](=[O:22])[C:10](=[O:21])[CH:11]([CH3:20])[C:12]([CH:14]1[CH2:19][CH2:18][CH2:17][CH2:16][CH2:15]1)=[N:4][OH:1])[CH3:7], predict the reactants needed to synthesize it. The reactants are: [OH-:1].[Na+].Cl.[NH2:4]O.[CH2:6]([O:8][C:9](=[O:22])[C:10](=[O:21])[CH:11]([CH3:20])[C:12]([CH:14]1[CH2:19][CH2:18][CH2:17][CH2:16][CH2:15]1)=O)[CH3:7].Cl.